This data is from Catalyst prediction with 721,799 reactions and 888 catalyst types from USPTO. The task is: Predict which catalyst facilitates the given reaction. (1) Reactant: [Br:1][C:2]1[CH:3]=[C:4]([OH:8])[CH:5]=[CH:6][CH:7]=1.[H-].[Na+].[CH2:11]([O:13][CH:14]([O:17][CH2:18][CH3:19])[CH2:15]Br)[CH3:12].O. Product: [Br:1][C:2]1[CH:7]=[CH:6][CH:5]=[C:4]([O:8][CH2:15][CH:14]([O:17][CH2:18][CH3:19])[O:13][CH2:11][CH3:12])[CH:3]=1. The catalyst class is: 3. (2) Reactant: [NH:1]1[CH2:6][CH:5]=[CH:4][CH2:3][CH2:2]1.C([O-])([O-])=O.[Na+].[Na+].Cl[C:14]([O:16][CH2:17][C:18]1[CH:23]=[CH:22][CH:21]=[CH:20][CH:19]=1)=[O:15]. Product: [C:14]([N:1]1[CH2:2][CH:3]=[CH:4][CH2:5][CH2:6]1)([O:16][CH2:17][C:18]1[CH:23]=[CH:22][CH:21]=[CH:20][CH:19]=1)=[O:15]. The catalyst class is: 170.